Task: Predict the reaction yield, written as a fraction of the theoretical maximum amount of product (1.0 means a 100% yield; for example, 0.34 means a 34% yield).. Dataset: Reaction yield outcomes from USPTO patents with 853,638 reactions The reactants are [NH2:1][C:2]1[C:10]2[C:5](=[CH:6][C:7]([Cl:12])=[CH:8][C:9]=2[F:11])[C:4]([C:23]2[CH:24]=[C:25]([OH:29])[CH:26]=[CH:27][CH:28]=2)([C:13]2[CH:18]=[CH:17][N:16]=[C:15]([C:19]([F:22])([F:21])[F:20])[CH:14]=2)[N:3]=1.C1C=CC(N([S:37]([C:40]([F:43])([F:42])[F:41])(=[O:39])=[O:38])[S:37]([C:40]([F:43])([F:42])[F:41])(=[O:39])=[O:38])=CC=1.C(=O)([O-])[O-].[K+].[K+]. The catalyst is C1COCC1. The product is [F:41][C:40]([F:43])([F:42])[S:37]([O:29][C:25]1[CH:26]=[CH:27][CH:28]=[C:23]([C:4]2([C:13]3[CH:18]=[CH:17][N:16]=[C:15]([C:19]([F:22])([F:21])[F:20])[CH:14]=3)[C:5]3[C:10](=[C:9]([F:11])[CH:8]=[C:7]([Cl:12])[CH:6]=3)[C:2]([NH2:1])=[N:3]2)[CH:24]=1)(=[O:39])=[O:38]. The yield is 0.290.